Dataset: Tyrosyl-DNA phosphodiesterase HTS with 341,365 compounds. Task: Binary Classification. Given a drug SMILES string, predict its activity (active/inactive) in a high-throughput screening assay against a specified biological target. The drug is S(c1c2c([nH]c1)cccc2)CC(=O)Nc1noc(c1)C. The result is 0 (inactive).